Dataset: Experimentally validated miRNA-target interactions with 360,000+ pairs, plus equal number of negative samples. Task: Binary Classification. Given a miRNA mature sequence and a target amino acid sequence, predict their likelihood of interaction. Result: 0 (no interaction). The miRNA is hsa-miR-6788-5p with sequence CUGGGAGAAGAGUGGUGAAGA. The protein sequence of the target gene is MSDGDYDYLIKFLALGDSGVGKTSVLYQYTDGKFNSKFITTVGIDFREKRVVYRANGPDGAVGRGQRIHLQLWDTAGQERFRSLTTAFFRDAMGFLLLFDLTNEQSFLNVRNWISQLQMHAYCENPDIVLCGNKSDLEDQRAVKEEEARELAEKYGIPYFETSAANGTNISHAIEMLLDLIMKRMERCVDKSWIPEGVVRSNGHTSADQLSEEKEKGLCGC.